From a dataset of Full USPTO retrosynthesis dataset with 1.9M reactions from patents (1976-2016). Predict the reactants needed to synthesize the given product. (1) The reactants are: [OH:1][NH:2][C:3]([C:5]1[CH:10]=[CH:9][CH:8]=[C:7]([C:11]2[CH:12]=[N:13][N:14]([C:16]3[CH:17]=[N:18][CH:19]=[CH:20][CH:21]=3)[CH:15]=2)[N:6]=1)=[NH:4].[C:22](OCC)(=O)C.C([O-])(=O)CC(CC([O-])=O)(C([O-])=O)O.[Na+].[Cl-]. Given the product [O:1]1[CH:22]=[N:4][C:3]([C:5]2[CH:10]=[CH:9][CH:8]=[C:7]([C:11]3[CH:12]=[N:13][N:14]([C:16]4[CH:17]=[N:18][CH:19]=[CH:20][CH:21]=4)[CH:15]=3)[N:6]=2)=[N:2]1, predict the reactants needed to synthesize it. (2) Given the product [CH3:1][C:2]1[N:6]=[C:5]([CH2:7][CH:8]2[CH2:13][CH2:12][CH:11]([C:14]3[S:15][C:16]([C:19]4[CH:20]=[CH:21][C:22]([NH:23][C:36]([NH:35][C:28]5[CH:29]=[C:30]([F:34])[C:31]([F:33])=[CH:32][C:27]=5[F:26])=[O:37])=[CH:24][CH:25]=4)=[CH:17][N:18]=3)[CH2:10][CH2:9]2)[O:4][N:3]=1, predict the reactants needed to synthesize it. The reactants are: [CH3:1][C:2]1[N:6]=[C:5]([CH2:7][CH:8]2[CH2:13][CH2:12][CH:11]([C:14]3[S:15][C:16]([C:19]4[CH:25]=[CH:24][C:22]([NH2:23])=[CH:21][CH:20]=4)=[CH:17][N:18]=3)[CH2:10][CH2:9]2)[O:4][N:3]=1.[F:26][C:27]1[CH:32]=[C:31]([F:33])[C:30]([F:34])=[CH:29][C:28]=1[N:35]=[C:36]=[O:37].